Dataset: NCI-60 drug combinations with 297,098 pairs across 59 cell lines. Task: Regression. Given two drug SMILES strings and cell line genomic features, predict the synergy score measuring deviation from expected non-interaction effect. (1) Drug 1: CC1CCC2CC(C(=CC=CC=CC(CC(C(=O)C(C(C(=CC(C(=O)CC(OC(=O)C3CCCCN3C(=O)C(=O)C1(O2)O)C(C)CC4CCC(C(C4)OC)O)C)C)O)OC)C)C)C)OC. Drug 2: CC(C)CN1C=NC2=C1C3=CC=CC=C3N=C2N. Cell line: COLO 205. Synergy scores: CSS=20.3, Synergy_ZIP=-3.97, Synergy_Bliss=2.85, Synergy_Loewe=-5.67, Synergy_HSA=3.30. (2) Drug 1: CS(=O)(=O)OCCCCOS(=O)(=O)C. Drug 2: COCCOC1=C(C=C2C(=C1)C(=NC=N2)NC3=CC=CC(=C3)C#C)OCCOC.Cl. Cell line: UACC62. Synergy scores: CSS=8.88, Synergy_ZIP=-3.30, Synergy_Bliss=-0.786, Synergy_Loewe=1.13, Synergy_HSA=0.444. (3) Drug 1: C1C(C(OC1N2C=NC3=C(N=C(N=C32)Cl)N)CO)O. Drug 2: CN1C(=O)N2C=NC(=C2N=N1)C(=O)N. Cell line: A498. Synergy scores: CSS=19.5, Synergy_ZIP=-5.10, Synergy_Bliss=-1.86, Synergy_Loewe=-16.9, Synergy_HSA=-2.71. (4) Drug 1: C(CC(=O)O)C(=O)CN.Cl. Drug 2: N.N.Cl[Pt+2]Cl. Cell line: COLO 205. Synergy scores: CSS=24.7, Synergy_ZIP=-4.51, Synergy_Bliss=1.41, Synergy_Loewe=4.05, Synergy_HSA=5.15. (5) Drug 1: CC1=CC2C(CCC3(C2CCC3(C(=O)C)OC(=O)C)C)C4(C1=CC(=O)CC4)C. Drug 2: C1C(C(OC1N2C=NC3=C2NC=NCC3O)CO)O. Cell line: OVCAR-4. Synergy scores: CSS=-0.0650, Synergy_ZIP=-1.49, Synergy_Bliss=-3.10, Synergy_Loewe=-2.94, Synergy_HSA=-2.89. (6) Drug 1: C1=CC(=C2C(=C1NCCNCCO)C(=O)C3=C(C=CC(=C3C2=O)O)O)NCCNCCO. Drug 2: CN(CC1=CN=C2C(=N1)C(=NC(=N2)N)N)C3=CC=C(C=C3)C(=O)NC(CCC(=O)O)C(=O)O. Cell line: UACC-257. Synergy scores: CSS=7.08, Synergy_ZIP=-1.73, Synergy_Bliss=1.98, Synergy_Loewe=-0.673, Synergy_HSA=1.46. (7) Drug 1: CC1=C(C=C(C=C1)NC2=NC=CC(=N2)N(C)C3=CC4=NN(C(=C4C=C3)C)C)S(=O)(=O)N.Cl. Drug 2: CN(C(=O)NC(C=O)C(C(C(CO)O)O)O)N=O. Cell line: OVCAR-4. Synergy scores: CSS=0.782, Synergy_ZIP=-0.895, Synergy_Bliss=-1.39, Synergy_Loewe=-2.97, Synergy_HSA=-1.63. (8) Drug 1: C1=CC=C(C(=C1)C(C2=CC=C(C=C2)Cl)C(Cl)Cl)Cl. Drug 2: C1CCC(C(C1)N)N.C(=O)(C(=O)[O-])[O-].[Pt+4]. Cell line: M14. Synergy scores: CSS=15.5, Synergy_ZIP=-5.45, Synergy_Bliss=-0.198, Synergy_Loewe=-19.1, Synergy_HSA=1.35. (9) Drug 1: CCC1=C2CN3C(=CC4=C(C3=O)COC(=O)C4(CC)O)C2=NC5=C1C=C(C=C5)O. Drug 2: C#CCC(CC1=CN=C2C(=N1)C(=NC(=N2)N)N)C3=CC=C(C=C3)C(=O)NC(CCC(=O)O)C(=O)O. Cell line: LOX IMVI. Synergy scores: CSS=68.5, Synergy_ZIP=0.194, Synergy_Bliss=-3.59, Synergy_Loewe=-1.25, Synergy_HSA=0.139. (10) Drug 1: C1CCC(C1)C(CC#N)N2C=C(C=N2)C3=C4C=CNC4=NC=N3. Synergy scores: CSS=17.8, Synergy_ZIP=-11.6, Synergy_Bliss=-12.7, Synergy_Loewe=-26.1, Synergy_HSA=-11.3. Cell line: SF-539. Drug 2: C1=NC2=C(N1)C(=S)N=CN2.